From a dataset of Retrosynthesis with 50K atom-mapped reactions and 10 reaction types from USPTO. Predict the reactants needed to synthesize the given product. (1) Given the product CNc1cc(F)ccc1C(C)=O, predict the reactants needed to synthesize it. The reactants are: CC(=O)c1ccc(F)cc1Cl.CN. (2) Given the product Nc1nc(-c2nn(Cc3ccccc3F)c3ncccc23)ncc1C(=O)O, predict the reactants needed to synthesize it. The reactants are: CCOC(=O)c1cnc(-c2nn(Cc3ccccc3F)c3ncccc23)nc1N. (3) The reactants are: CCCCCCCCCCN.N#CCC(=O)O. Given the product CCCCCCCCCCNC(=O)CC#N, predict the reactants needed to synthesize it. (4) The reactants are: COC[C@H]1CCCN1c1nc2cc(C(=O)OC)ccc2nc1-c1ccccc1. Given the product COC[C@H]1CCCN1c1nc2cc(C(=O)O)ccc2nc1-c1ccccc1, predict the reactants needed to synthesize it.